Predict the product of the given reaction. From a dataset of Forward reaction prediction with 1.9M reactions from USPTO patents (1976-2016). (1) Given the reactants [C:1]([CH2:4][C:5]1[O:6][CH:7]=[CH:8][C:9]=1[CH2:10][C:11](O)=[O:12])(O)=[O:2].B.C1COCC1.C([O-])(O)=O.[Na+], predict the reaction product. The product is: [OH:2][CH2:1][CH2:4][C:5]1[O:6][CH:7]=[CH:8][C:9]=1[CH2:10][CH2:11][OH:12]. (2) Given the reactants C([O:5][C:6](=[O:22])[CH2:7][S:8][C:9]1[N:13]([CH2:14][CH3:15])[C:12]([C:16]2[CH:21]=[CH:20][CH:19]=[CH:18][CH:17]=2)=[N:11][N:10]=1)(C)(C)C.FC(F)(F)C(O)=O, predict the reaction product. The product is: [CH2:14]([N:13]1[C:12]([C:16]2[CH:21]=[CH:20][CH:19]=[CH:18][CH:17]=2)=[N:11][N:10]=[C:9]1[S:8][CH2:7][C:6]([OH:22])=[O:5])[CH3:15].